Dataset: Forward reaction prediction with 1.9M reactions from USPTO patents (1976-2016). Task: Predict the product of the given reaction. (1) The product is: [Zn+2:39].[CH2:1]([O:3][CH:4]([CH2:8][C:9]1[CH:10]=[CH:11][C:12]([O:15][CH2:16][CH2:17][N:18]2[C:22]([C:23]3[CH:24]=[CH:25][C:26]([S:29][CH3:30])=[CH:27][CH:28]=3)=[CH:21][CH:20]=[C:19]2[CH3:31])=[CH:13][CH:14]=1)[C:5]([O-:7])=[O:6])[CH3:2].[CH2:1]([O:3][CH:4]([CH2:8][C:9]1[CH:10]=[CH:11][C:12]([O:15][CH2:16][CH2:17][N:18]2[C:22]([C:23]3[CH:24]=[CH:25][C:26]([S:29][CH3:30])=[CH:27][CH:28]=3)=[CH:21][CH:20]=[C:19]2[CH3:31])=[CH:13][CH:14]=1)[C:5]([O-:7])=[O:6])[CH3:2]. Given the reactants [CH2:1]([O:3][CH:4]([CH2:8][C:9]1[CH:14]=[CH:13][C:12]([O:15][CH2:16][CH2:17][N:18]2[C:22]([C:23]3[CH:28]=[CH:27][C:26]([S:29][CH3:30])=[CH:25][CH:24]=3)=[CH:21][CH:20]=[C:19]2[CH3:31])=[CH:11][CH:10]=1)[C:5]([OH:7])=[O:6])[CH3:2].Cl.[OH-].[Na+].C([O-])(=O)C.[Zn+2:39].C([O-])(=O)C, predict the reaction product. (2) Given the reactants [CH:1]1([C:7]2[C:8]3[CH:9]=[CH:10][C:11]([C:24]([O:26]C)=[O:25])=[CH:12][C:13]=3[N:14]3[CH2:23][CH2:22][C:21]4[CH:20]=[CH:19][CH:18]=[CH:17][C:16]=4[C:15]=23)[CH2:6][CH2:5][CH2:4][CH2:3][CH2:2]1.[OH-].[Na+].Cl, predict the reaction product. The product is: [CH:1]1([C:7]2[C:8]3[CH:9]=[CH:10][C:11]([C:24]([OH:26])=[O:25])=[CH:12][C:13]=3[N:14]3[CH2:23][CH2:22][C:21]4[CH:20]=[CH:19][CH:18]=[CH:17][C:16]=4[C:15]=23)[CH2:2][CH2:3][CH2:4][CH2:5][CH2:6]1. (3) Given the reactants [Br:1][C:2]1[C:11]([OH:12])=[CH:10][CH:9]=[C:8]2[C:3]=1[CH:4]=[CH:5][N:6]=[C:7]2Cl.Cl.C[OH:16], predict the reaction product. The product is: [Br:1][C:2]1[C:11]([OH:12])=[CH:10][CH:9]=[C:8]2[C:3]=1[CH:4]=[CH:5][NH:6][C:7]2=[O:16]. (4) Given the reactants Cl.[O:2]1[C:6]2[CH:7]=[CH:8][CH:9]=[C:10]([CH:11]3[CH2:16][CH2:15][N:14]([CH2:17][CH2:18][C@H:19]4[CH2:24][CH2:23][C@H:22]([NH2:25])[CH2:21][CH2:20]4)[CH2:13][CH2:12]3)[C:5]=2[O:4][CH2:3]1.[C:26](O)(=[O:30])[CH:27]([CH3:29])[CH3:28], predict the reaction product. The product is: [O:2]1[C:6]2[CH:7]=[CH:8][CH:9]=[C:10]([CH:11]3[CH2:16][CH2:15][N:14]([CH2:17][CH2:18][C@H:19]4[CH2:20][CH2:21][C@H:22]([NH:25][C:26](=[O:30])[CH:27]([CH3:29])[CH3:28])[CH2:23][CH2:24]4)[CH2:13][CH2:12]3)[C:5]=2[O:4][CH2:3]1. (5) Given the reactants [Br:1][C:2]1[CH:3]=[C:4]2[C:12](=[CH:13][CH:14]=1)[NH:11][C:10]1[CH:9]([NH2:15])[CH2:8][CH2:7][CH2:6][C:5]2=1.Cl[C:17]1[CH:24]=[CH:23][C:20]([C:21]#[N:22])=[CH:19][N:18]=1, predict the reaction product. The product is: [Br:1][C:2]1[CH:3]=[C:4]2[C:12](=[CH:13][CH:14]=1)[NH:11][C:10]1[CH:9]([NH:15][C:17]3[CH:24]=[CH:23][C:20]([C:21]#[N:22])=[CH:19][N:18]=3)[CH2:8][CH2:7][CH2:6][C:5]2=1. (6) Given the reactants [OH-].[Na+].C([O:5][C:6](=[O:45])[CH2:7][C:8]1[CH:9]=[N:10][C:11]([C:14]2[CH:19]=[CH:18][C:17]([C:20]([CH2:42][CH3:43])([C:23]3[CH:28]=[CH:27][C:26](/[CH:29]=[CH:30]/[C:31]([OH:40])([C:36]([F:39])([F:38])[F:37])[C:32]([F:35])([F:34])[F:33])=[C:25]([CH3:41])[CH:24]=3)[CH2:21][CH3:22])=[CH:16][C:15]=2[CH3:44])=[CH:12][CH:13]=1)C.Cl, predict the reaction product. The product is: [CH2:21]([C:20]([C:17]1[CH:18]=[CH:19][C:14]([C:11]2[N:10]=[CH:9][C:8]([CH2:7][C:6]([OH:45])=[O:5])=[CH:13][CH:12]=2)=[C:15]([CH3:44])[CH:16]=1)([C:23]1[CH:28]=[CH:27][C:26](/[CH:29]=[CH:30]/[C:31]([OH:40])([C:32]([F:34])([F:35])[F:33])[C:36]([F:39])([F:37])[F:38])=[C:25]([CH3:41])[CH:24]=1)[CH2:42][CH3:43])[CH3:22].